Predict the reaction yield, written as a fraction of the theoretical maximum amount of product (1.0 means a 100% yield; for example, 0.34 means a 34% yield). From a dataset of Reaction yield outcomes from USPTO patents with 853,638 reactions. (1) The reactants are O[CH:2]([C:7]1[C:16]2[C:15](=[O:17])[N:14]([CH2:18][CH2:19][CH2:20][O:21][CH:22]3CCCC[O:23]3)[C:13](=[O:28])[N:12]([CH3:29])[C:11]=2[N:10]=[CH:9][C:8]=1[O:30][C:31]1[CH:36]=[CH:35][CH:34]=[C:33]([O:37][C:38]([F:41])([F:40])[F:39])[CH:32]=1)[CH2:3][CH:4]([CH3:6])[CH3:5]. The catalyst is C(O)=O.[Zn]. The product is [CH:22]([O:21][CH2:20][CH2:19][CH2:18][N:14]1[C:15](=[O:17])[C:16]2[C:7]([CH2:2][CH2:3][CH:4]([CH3:6])[CH3:5])=[C:8]([O:30][C:31]3[CH:36]=[CH:35][CH:34]=[C:33]([O:37][C:38]([F:39])([F:40])[F:41])[CH:32]=3)[CH:9]=[N:10][C:11]=2[N:12]([CH3:29])[C:13]1=[O:28])=[O:23]. The yield is 0.961. (2) The reactants are C1(O)C=CC=CC=1.Cl[C:9]1[CH:16]=[CH:15][C:12]([C:13]#[N:14])=[CH:11][CH:10]=1.[CH:17]([C:20]1[CH:21]=[C:22]([OH:26])[CH:23]=[CH:24][CH:25]=1)([CH3:19])[CH3:18].C(P(C(C)(C)C)C1C=CC=CC=1C1C=CC=CC=1)(C)(C)C.[O-]P([O-])([O-])=O.[K+].[K+].[K+]. The catalyst is [Pd].CC([O-])=O.CC([O-])=O.[Pd+2]. The product is [CH:17]([C:20]1[CH:21]=[C:22]([CH:23]=[CH:24][CH:25]=1)[O:26][C:9]1[CH:16]=[CH:15][C:12]([C:13]#[N:14])=[CH:11][CH:10]=1)([CH3:19])[CH3:18]. The yield is 0.910. (3) The reactants are [F:1][C:2]1[CH:10]=[CH:9][CH:8]=[C:7]2[C:3]=1[C:4]([C:27]([O:29]C)=O)=[N:5][N:6]2[C:11]1[CH:16]=[C:15]([C:17]#[C:18][C@:19]2([OH:26])[CH2:23][CH2:22][N:21]([CH3:24])[C:20]2=[O:25])[CH:14]=[CH:13][N:12]=1.[NH3:31]. The catalyst is CO. The product is [F:1][C:2]1[CH:10]=[CH:9][CH:8]=[C:7]2[C:3]=1[C:4]([C:27]([NH2:31])=[O:29])=[N:5][N:6]2[C:11]1[CH:16]=[C:15]([C:17]#[C:18][C@:19]2([OH:26])[CH2:23][CH2:22][N:21]([CH3:24])[C:20]2=[O:25])[CH:14]=[CH:13][N:12]=1. The yield is 0.340.